Dataset: Forward reaction prediction with 1.9M reactions from USPTO patents (1976-2016). Task: Predict the product of the given reaction. (1) Given the reactants [CH2:1]([NH:8][C:9]1[C:10]([NH2:23])=[C:11]([O:15][CH2:16][C:17]2[CH:22]=[CH:21][CH:20]=[CH:19][CH:18]=2)[CH:12]=[CH:13][CH:14]=1)[C:2]1[CH:7]=[CH:6][CH:5]=[CH:4][CH:3]=1.C(N(CC)CC)C.Cl[C:32](Cl)([O:34]C(=O)OC(Cl)(Cl)Cl)Cl.O, predict the reaction product. The product is: [CH2:1]([N:8]1[C:9]2[CH:14]=[CH:13][CH:12]=[C:11]([O:15][CH2:16][C:17]3[CH:22]=[CH:21][CH:20]=[CH:19][CH:18]=3)[C:10]=2[NH:23][C:32]1=[O:34])[C:2]1[CH:3]=[CH:4][CH:5]=[CH:6][CH:7]=1. (2) Given the reactants [N:1]1[CH:6]=[CH:5][CH:4]=[C:3]([CH2:7][OH:8])[CH:2]=1.[CH:9]1(C(O)=O)[CH2:14][CH2:13][CH2:12][CH2:11][CH2:10]1.C(C1C=CC(C=O)=CN=1)(C)(C)C, predict the reaction product. The product is: [CH:9]1([C:6]2[CH:5]=[CH:4][C:3]([CH:7]=[O:8])=[CH:2][N:1]=2)[CH2:14][CH2:13][CH2:12][CH2:11][CH2:10]1. (3) The product is: [CH:11]1([N:17]2[CH2:18][CH2:19][CH:20]([NH:23][CH2:6][C:2]3[O:1][CH:5]=[CH:4][CH:3]=3)[CH2:21][CH2:22]2)[CH2:16][CH2:15][CH2:14][CH2:13][CH2:12]1. Given the reactants [O:1]1[CH:5]=[CH:4][CH:3]=[C:2]1[CH:6]=O.O.Cl.Cl.[CH:11]1([N:17]2[CH2:22][CH2:21][CH:20]([NH2:23])[CH2:19][CH2:18]2)[CH2:16][CH2:15][CH2:14][CH2:13][CH2:12]1.C(O[BH-](OC(=O)C)OC(=O)C)(=O)C.[Na+].N, predict the reaction product.